From a dataset of Reaction yield outcomes from USPTO patents with 853,638 reactions. Predict the reaction yield, written as a fraction of the theoretical maximum amount of product (1.0 means a 100% yield; for example, 0.34 means a 34% yield). The reactants are [NH:1]1[CH:5]=[CH:4][C:3]([CH:6]=[O:7])=[N:2]1.C(=O)([O-])[O-].[K+].[K+].[CH2:14](Br)[CH:15]=[CH2:16].O. The catalyst is CN(C=O)C. The product is [CH2:16]([N:2]1[C:3]([CH:6]=[O:7])=[CH:4][CH:5]=[N:1]1)[CH:15]=[CH2:14]. The yield is 0.100.